This data is from Full USPTO retrosynthesis dataset with 1.9M reactions from patents (1976-2016). The task is: Predict the reactants needed to synthesize the given product. (1) Given the product [N:18]([C:2]1[CH:3]=[CH:4][N:5]2[C:10]([CH:11]=1)=[CH:9][CH:8]=[C:7]([C:12]([O:14][CH2:15][CH3:16])=[O:13])[C:6]2=[O:17])=[N+:19]=[N-:20], predict the reactants needed to synthesize it. The reactants are: Cl[C:2]1[CH:3]=[CH:4][N:5]2[C:10]([CH:11]=1)=[CH:9][CH:8]=[C:7]([C:12]([O:14][CH2:15][CH3:16])=[O:13])[C:6]2=[O:17].[N-:18]=[N+:19]=[N-:20].[Na+].CN(C=O)C. (2) Given the product [CH3:48][O:49][C:50]1[CH:51]=[C:52]([C:13]([N:10]2[CH2:11][CH2:12][C:7]3([C:2]4[CH:3]=[CH:4][CH:5]=[CH:6][N:1]=4)[CH2:22][O:21][CH2:20][CH:8]3[CH2:9]2)=[O:15])[CH:56]=[CH:57][C:58]=1[O:59][CH2:60][CH2:61][O:62][C:63]([F:64])([F:65])[F:66], predict the reactants needed to synthesize it. The reactants are: [N:1]1[CH:6]=[CH:5][CH:4]=[CH:3][C:2]=1[C:7]12[CH2:22][O:21][CH2:20][CH:8]1[CH2:9][N:10]([C:13]([O:15]C(C)(C)C)=O)[CH2:11][CH2:12]2.Cl.CN(C(ON1N=NC2C=CC=NC1=2)=[N+](C)C)C.F[P-](F)(F)(F)(F)F.[CH3:48][O:49][C:50]1[CH:51]=[C:52]([CH:56]=[CH:57][C:58]=1[O:59][CH2:60][CH2:61][O:62][C:63]([F:66])([F:65])[F:64])C(O)=O.C(N(CC)CC)C. (3) Given the product [ClH:16].[CH2:55]([N:52]1[CH2:51][CH2:50][N:49]([C:34]2[CH:35]=[CH:36][CH:37]=[C:38]3[C:33]=2[N:32]=[C:31]([C:29]([OH:30])=[O:28])[CH:40]=[C:39]3[OH:41])[CH2:54][CH2:53]1)[C:56]1[CH:61]=[CH:60][CH:59]=[CH:58][CH:57]=1, predict the reactants needed to synthesize it. The reactants are: COC(=O)C(NC1C=C([Cl:16])C=C(Cl)C=1OCC1C=CC=CC=1)=CC([O-])=O.C[O:28][C:29]([C:31]1[CH:40]=[C:39]([O:41]CC2C=CC=CC=2)[C:38]2[C:33](=[C:34]([N:49]3[CH2:54][CH2:53][N:52]([CH2:55][C:56]4[CH:61]=[CH:60][CH:59]=[CH:58][CH:57]=4)[CH2:51][CH2:50]3)[CH:35]=[CH:36][CH:37]=2)[N:32]=1)=[O:30]. (4) Given the product [F:6][C:7]1[CH:12]=[CH:11][CH:10]=[C:9]([N+:13]([O-:15])=[O:14])[C:8]=1[CH:16]=[CH:17][N:1]1[CH2:5][CH2:4][CH2:3][CH2:2]1, predict the reactants needed to synthesize it. The reactants are: [NH:1]1[CH2:5][CH2:4][CH2:3][CH2:2]1.[F:6][C:7]1[CH:12]=[CH:11][CH:10]=[C:9]([N+:13]([O-:15])=[O:14])[C:8]=1[CH3:16].[CH3:17]OC(OC)N(C)C. (5) Given the product [Br:1][C:2]1[C:7]([C:8]2[CH:9]=[N:10][C:11]([C:14]([F:17])([F:16])[F:15])=[N:12][CH:13]=2)=[CH:6][C:5]([CH2:18][NH2:23])=[N:4][C:3]=1[CH:20]1[CH2:22][CH2:21]1, predict the reactants needed to synthesize it. The reactants are: [Br:1][C:2]1[C:3]([CH:20]2[CH2:22][CH2:21]2)=[N:4][C:5]([CH2:18]Br)=[CH:6][C:7]=1[C:8]1[CH:9]=[N:10][C:11]([C:14]([F:17])([F:16])[F:15])=[N:12][CH:13]=1.[NH3:23]. (6) Given the product [NH2:10][CH2:9][CH:6]1[CH2:7][CH2:8][C:3]([CH3:18])([C:1]#[N:2])[CH2:4][CH2:5]1, predict the reactants needed to synthesize it. The reactants are: [C:1]([C:3]1([CH3:18])[CH2:8][CH2:7][CH:6]([CH2:9][NH:10]C(=O)OC(C)(C)C)[CH2:5][CH2:4]1)#[N:2].FC(F)(F)C(O)=O. (7) Given the product [F:19][C:20]1[CH:21]=[CH:22][C:23]([S:26]([N:29]([CH:30]([CH3:32])[CH3:31])[CH2:33][C:34]([NH:13][CH2:12][C:11]2[CH:14]=[CH:15][CH:16]=[C:9]([C:6]3[CH:7]=[N:8][C:3]([C:2]([F:1])([F:17])[F:18])=[N:4][CH:5]=3)[CH:10]=2)=[O:35])(=[O:27])=[O:28])=[CH:24][CH:25]=1, predict the reactants needed to synthesize it. The reactants are: [F:1][C:2]([F:18])([F:17])[C:3]1[N:8]=[CH:7][C:6]([C:9]2[CH:10]=[C:11]([CH:14]=[CH:15][CH:16]=2)[CH2:12][NH2:13])=[CH:5][N:4]=1.[F:19][C:20]1[CH:25]=[CH:24][C:23]([S:26]([N:29]([CH2:33][C:34](O)=[O:35])[CH:30]([CH3:32])[CH3:31])(=[O:28])=[O:27])=[CH:22][CH:21]=1.CN(C(ON1N=NC2C=CC=NC1=2)=[N+](C)C)C.F[P-](F)(F)(F)(F)F.C(N(CC)C(C)C)(C)C.OS([O-])(=O)=O.[K+].